The task is: Predict which catalyst facilitates the given reaction.. This data is from Catalyst prediction with 721,799 reactions and 888 catalyst types from USPTO. (1) Reactant: [CH3:1][C@H:2]1[CH2:7][CH2:6][C@H:5]([C:8]([NH:10][C:11]2[CH:15]=[CH:14][S:13][C:12]=2[C:16]([O:18][CH3:19])=[O:17])=[O:9])[CH2:4][CH2:3]1.[H-].[Na+].I[CH2:23][CH3:24]. Product: [CH2:23]([N:10]([C:8]([C@H:5]1[CH2:4][CH2:3][C@H:2]([CH3:1])[CH2:7][CH2:6]1)=[O:9])[C:11]1[CH:15]=[CH:14][S:13][C:12]=1[C:16]([O:18][CH3:19])=[O:17])[CH3:24]. The catalyst class is: 3. (2) Reactant: Cl[C:2]1[CH:7]=[C:6]([CH2:8][OH:9])[CH:5]=[CH:4][N:3]=1.Cl.[CH3:11][NH2:12]. Product: [CH3:11][NH:12][C:2]1[CH:7]=[C:6]([CH2:8][OH:9])[CH:5]=[CH:4][N:3]=1. The catalyst class is: 17. (3) Reactant: Cl.[NH:2]1[C:10]2[C:5](=[CH:6][C:7]([NH:11][C:12]3[C:17]([C:18]#[N:19])=[CH:16][N:15]=[C:14]4[S:20][C:21](I)=[CH:22][C:13]=34)=[CH:8][CH:9]=2)[CH:4]=[CH:3]1.[CH3:24][N:25]1[CH2:30][CH2:29][N:28]([CH2:31][C:32]2[CH:33]=[N:34][C:35]([Sn](CCCC)(CCCC)CCCC)=[CH:36][CH:37]=2)[CH2:27][CH2:26]1. Product: [NH:2]1[C:10]2[C:5](=[CH:6][C:7]([NH:11][C:12]3[C:17]([C:18]#[N:19])=[CH:16][N:15]=[C:14]4[S:20][C:21]([C:35]5[CH:36]=[CH:37][C:32]([CH2:31][N:28]6[CH2:27][CH2:26][N:25]([CH3:24])[CH2:30][CH2:29]6)=[CH:33][N:34]=5)=[CH:22][C:13]=34)=[CH:8][CH:9]=2)[CH:4]=[CH:3]1. The catalyst class is: 184. (4) Reactant: Br[CH2:2][C:3]([C:5]1[C:6]([CH2:13][O:14][CH:15]2[CH2:18][CH2:17][CH2:16]2)=[N:7][N:8](COC)[CH:9]=1)=O.[CH3:19][C:20]1[CH:25]=[CH:24][N:23]=[C:22]([NH:26][C:27]([NH2:29])=[S:28])[N:21]=1. Product: [CH:15]1([O:14][CH2:13][C:6]2[NH:7][N:8]=[CH:9][C:5]=2[C:3]2[N:29]=[C:27]([NH:26][C:22]3[N:21]=[C:20]([CH3:19])[CH:25]=[CH:24][N:23]=3)[S:28][CH:2]=2)[CH2:18][CH2:17][CH2:16]1. The catalyst class is: 14. (5) Reactant: Br[C:2]1[CH:3]=[C:4]([C:15]([F:18])([F:17])[F:16])[C:5]2[N:6]([CH:8]=[C:9]([C:11]([O:13][CH3:14])=[O:12])[N:10]=2)[CH:7]=1.[CH:19]1(B(O)O)[CH2:21][CH2:20]1.P([O-])([O-])([O-])=O.[K+].[K+].[K+]. Product: [CH:19]1([C:2]2[CH:3]=[C:4]([C:15]([F:18])([F:17])[F:16])[C:5]3[N:6]([CH:8]=[C:9]([C:11]([O:13][CH3:14])=[O:12])[N:10]=3)[CH:7]=2)[CH2:21][CH2:20]1. The catalyst class is: 368. (6) Reactant: [CH3:1][NH:2][CH2:3][C:4]1[CH:9]=[CH:8][CH:7]=[CH:6][CH:5]=1.[CH3:10][O:11][CH2:12][CH2:13]Br. Product: [CH3:10][O:11][CH2:12][CH2:13][N:2]([CH2:3][C:4]1[CH:9]=[CH:8][CH:7]=[CH:6][CH:5]=1)[CH3:1]. The catalyst class is: 8. (7) Reactant: C([NH:9][C:10]([NH:12][C:13]1[CH:18]=[CH:17][CH:16]=[CH:15][C:14]=1[N:19]1[C:27]2[C:22](=[CH:23][CH:24]=[CH:25][CH:26]=2)[C:21]([CH3:29])([CH3:28])[CH2:20]1)=[S:11])(=O)C1C=CC=CC=1.[OH-].[Na+]. Product: [CH3:28][C:21]1([CH3:29])[C:22]2[C:27](=[CH:26][CH:25]=[CH:24][CH:23]=2)[N:19]([C:14]2[CH:15]=[CH:16][CH:17]=[CH:18][C:13]=2[NH:12][C:10]([NH2:9])=[S:11])[CH2:20]1. The catalyst class is: 5.